Dataset: Experimentally validated miRNA-target interactions with 360,000+ pairs, plus equal number of negative samples. Task: Binary Classification. Given a miRNA mature sequence and a target amino acid sequence, predict their likelihood of interaction. (1) The miRNA is hsa-miR-520a-5p with sequence CUCCAGAGGGAAGUACUUUCU. The protein sequence of the target gene is MGSRKCGGCLSCLLIPLALWSIIVNILLYFPNGQTSYASSNKLTNYVWYFEGICFSGIMMLIVTTVLLVLENNNNYKCCQSENCSKKYVTLLSIIFSSLGIAFSGYCLVISALGLVQGPYCRTLDGWEYAFEGTAGRFLTDSSIWIQCLEPAHVVEWNIILFSILITLSGLQVIICLIRVVMQLSKILCGSYSVIFQPGII. Result: 1 (interaction). (2) The miRNA is ssc-miR-27b-3p with sequence UUCACAGUGGCUAAGUUCUGC. The protein sequence of the target gene is MPVRTECPPPAGASTTSAASLIPPPPINTQQPGVATSLLYSGSKFRGHQKSKGNSYDVEVVLQHVDTGNSYLCGYLKIKGLTEEYPTLTTFFEGEIISKKHPFLTRKWDADEDVDRKHWGKFLAFYQYAKSFNSDDFDYEELKNGDYVFMRWKEQFLVPDHTIKDISGASFAGFYYICFQKSAASIEGYYYHRSSEWYQSLNLTHVPEHSAPIYEFR. Result: 0 (no interaction). (3) The miRNA is hsa-miR-154-3p with sequence AAUCAUACACGGUUGACCUAUU. The protein sequence of the target gene is MWGPGVTAEGLSVAPAPPPLLPLLLLLALALVAPSRGGGGCAELACGERERCCDATNATAVRCCKLPLHAFLDNVGWFVRKLSGLLILLVLFAIGYFLQRIICPSPRRYPRGQARPGQRPGPPGGAGPLGGAGPPDDDDDSPALLRDEAAAGSQDSLLDSGGGGRGRGGGGRSDPSCASEHEMRVVSPVFLQLPSYEEVKYLPTYEESMRLQQLSPGEVVLPVSVLGRPRGGVAAEPDGGEGRYPLI. Result: 0 (no interaction). (4) The miRNA is hsa-miR-513c-3p with sequence UAAAUUUCACCUUUCUGAGAAGA. The protein sequence of the target gene is MAGIIKKQILKHLSRFTKNLSPDKINLSTLKGEGQLTNLELDEEVLQNVLELPTWLAITRVYCNRASIRIQWTKLKTHPICLCLDKVEVEMKTCEDPRPPNGQSPIALASGQSEYGFAEKVVEGMFIIVNSITIKIHSKAFHASFELWQLQGYSVNPNWQQSDLRLTRITDPCRGEVLTFKEITWQTLRIEADATDNGDQDPVTTPLRLITNQGRIQIALKRRTKDCNVISSKLMFLLDDLLWVLTDSQLKAMMKYAESLSEAMEKSAHQRKSLAPEPVQITPPAPSAQQSWAQAFGGSQ.... Result: 1 (interaction). (5) The miRNA is hsa-miR-455-5p with sequence UAUGUGCCUUUGGACUACAUCG. The protein sequence of the target gene is MAFRGWRPPPPPLLLLLLWVTGQAAPVAGLGSDAELQIERRFVPDECPRTVRSGDFVRYHYVGTFPDGQKFDSSYDRDSTFNVFVGKGQLITGMDQALVGMCVNERRFVKIPPKLAYGNEGVSGVIPPNSVLHFDVLLMDIWNSEDQVQIHTYFKPPSCPRTIQVSDFVRYHYNGTFLDGTLFDSSHNRMKTYDTYVGIGWLIPGMDKGLLGMCVGEKRIITIPPFLAYGEDGDGKDIPGQASLVFDVALLDLHNPKDSISIENKVVPENCERISQSGDFLRYHYNGTLLDGTLFDSSYS.... Result: 1 (interaction). (6) The miRNA is hsa-miR-7856-5p with sequence UUUUAAGGACACUGAGGGAUC. The protein sequence of the target gene is MDGASAEQDGLQEDRSHSGPSSLPEAPLKPPGPLVPPDQQDKVQCAEVNRASTEGESPDGPGQGGLCQNGPTPPFPDPPSSLDPTTSPVGPDASPGVAGFHDNLRKSQGTSAEGSVRKEALQSLRLSLPMQETQLCSTDSPLPLEKEEQVRLQARKWLEEQLKQYRVKRQQERSSQPATKTRLFSTLDPELMLNPENLPRASTLAMTKEYSFLRTSVPRGPKVGSLGLPAHPREKKTSKSSKIRSLADYRTEDSNAGNSGGNVPAPDSTKGSLKQNRSSAASVVSEISLSPDTDDRLENT.... Result: 1 (interaction). (7) The miRNA is mmu-miR-3061-3p with sequence CUACCUUUGAUAGUCCACUGCC. The protein sequence of the target gene is MAAAVPRRPTQQGTVTFEDVAVNFSQEEWCLLSEAQRCLYRDVMLENLALISSLGCWCGSKDEEAPCKQRISVQRESQSRTPRAGVSPKKAHPCEMCGLILEDVFHFADHQETHHKQKLNRSGACGKNLDDTAYLHQHQKQHIGEKFYRKSVREASFVKKRKLRVSQEPFVFREFGKDVLPSSGLCQEEAAVEKTDSETMHGPPFQEGKTNYSCGKRTKAFSTKHSVIPHQKLFTRDGCYVCSDCGKSFSRYVSFSNHQRDHTAKGPYDCGECGKSYSRKSSLIQHQRVHTGQTAYPCEE.... Result: 0 (no interaction). (8) The miRNA is hsa-miR-6165 with sequence CAGCAGGAGGUGAGGGGAG. The protein sequence of the target gene is MAATLLMAGSQAPVTFEDMAMYLTREEWRPLDAAQRDLYRDVMQENYGNVVSLDFEIRSENEVNPKQEISEDVQFGTTSERPAENAEENPESEEGFESGDRSERQWGDLTAEEWVSYPLQPVTDLLVHKEVHTGIRYHICSHCGKAFSQISDLNRHQKTHTGDRPYKCYECGKGFSRSSHLIQHQRTHTGERPYDCNECGKSFGRSSHLIQHQTIHTGEKPHKCNECGKSFCRLSHLIQHQRTHSGEKPYECEECGKSFSRSSHLAQHQRTHTGEKPYECNECGRGFSERSDLIKHYRVH.... Result: 1 (interaction). (9) The miRNA is hsa-miR-3929 with sequence GAGGCUGAUGUGAGUAGACCACU. The protein sequence of the target gene is MADWTRAQSSGAVEDILDRENKRMADSLASKVTRLKSLALDIDRDTEDQNRYLDGMDSDFTSVTGLLTGSVKRFSTMARSGRDNRKLLCGMAVVLIVAFFILSYLLSRTRT. Result: 0 (no interaction).